Dataset: Catalyst prediction with 721,799 reactions and 888 catalyst types from USPTO. Task: Predict which catalyst facilitates the given reaction. (1) The catalyst class is: 119. Product: [CH2:17]([O:16]/[CH:14]=[CH:15]/[C:6](=[O:11])[C:7]([F:8])([F:9])[F:10])[CH3:18]. Reactant: [F:8][C:7]([F:10])([F:9])[C:6](O[C:6](=[O:11])[C:7]([F:10])([F:9])[F:8])=[O:11].[CH2:14]([O:16][CH:17]=[CH2:18])[CH3:15]. (2) The catalyst class is: 46. Product: [CH:35]([O:38][C:39]1[CH:47]=[CH:46][C:42]([CH:43]=[O:44])=[CH:41][C:40]=1[CH3:48])([CH3:37])[CH3:36]. Reactant: C(O[C@H]1C[C@@H](C2C=CC=CN=2)OC2(CCNCC2)C1)C.FC(F)(F)C(O)=O.C(N(CC)CC)C.[CH:35]([O:38][C:39]1[CH:47]=[CH:46][C:42]([C:43](Cl)=[O:44])=[CH:41][C:40]=1[CH3:48])([CH3:37])[CH3:36]. (3) Reactant: [CH3:1][O:2][C:3]1[C:12]([O:13][CH3:14])=[C:11]2[C:6]([C:7]([NH:15][C@@H:16]3[CH2:20][CH2:19][O:18][CH2:17]3)=[N:8][CH:9]=[N:10]2)=[CH:5][CH:4]=1.[H-].[Na+].I[CH2:24][CH3:25]. Product: [CH2:24]([N:15]([C@@H:16]1[CH2:20][CH2:19][O:18][CH2:17]1)[C:7]1[C:6]2[C:11](=[C:12]([O:13][CH3:14])[C:3]([O:2][CH3:1])=[CH:4][CH:5]=2)[N:10]=[CH:9][N:8]=1)[CH3:25]. The catalyst class is: 1. (4) Reactant: [CH2:1]([O:8][C:9]([N:11]1[CH:16]2[CH2:17][NH:18][CH2:19][CH:12]1[CH2:13][O:14][CH2:15]2)=[O:10])[C:2]1[CH:7]=[CH:6][CH:5]=[CH:4][CH:3]=1.CCN(C(C)C)C(C)C.[CH3:29][S:30](Cl)(=[O:32])=[O:31]. Product: [CH2:1]([O:8][C:9]([N:11]1[CH:16]2[CH2:17][N:18]([S:30]([CH3:29])(=[O:32])=[O:31])[CH2:19][CH:12]1[CH2:13][O:14][CH2:15]2)=[O:10])[C:2]1[CH:3]=[CH:4][CH:5]=[CH:6][CH:7]=1. The catalyst class is: 2. (5) Reactant: Br[C:2]1[N:10]([CH2:11][C:12]2[CH:17]=[CH:16][C:15]([Cl:18])=[CH:14][CH:13]=2)[C:9]2[C:8](=[O:19])[N:7]([CH2:20][CH2:21][CH2:22][O:23][CH:24]3[CH2:29][CH2:28][CH2:27][CH2:26][O:25]3)[C:6](=[O:30])[N:5]([CH3:31])[C:4]=2[N:3]=1.[CH2:32]([SH:34])[CH3:33].C(=O)([O-])[O-].[K+].[K+]. Product: [Cl:18][C:15]1[CH:16]=[CH:17][C:12]([CH2:11][N:10]2[C:9]3[C:8](=[O:19])[N:7]([CH2:20][CH2:21][CH2:22][O:23][CH:24]4[CH2:29][CH2:28][CH2:27][CH2:26][O:25]4)[C:6](=[O:30])[N:5]([CH3:31])[C:4]=3[N:3]=[C:2]2[S:34][CH2:32][CH3:33])=[CH:13][CH:14]=1. The catalyst class is: 3.